The task is: Binary Classification. Given a miRNA mature sequence and a target amino acid sequence, predict their likelihood of interaction.. This data is from Experimentally validated miRNA-target interactions with 360,000+ pairs, plus equal number of negative samples. (1) The miRNA is hsa-miR-20b-5p with sequence CAAAGUGCUCAUAGUGCAGGUAG. The protein sequence of the target gene is MKHINLSFAACGFLGIYHLGAASALCRHGKKLVKDVKAFAGASAGSLVASVLLTAPEKIEECNQFTYKFAEEIRRQSFGAVTPGYDFMARLRSGMESILPPSAHELAQNRLHVSITNAKTRENHLVSTFSSREDLIKVLLASSFVPIYAGLKLVEYKGQKWVDGGLTNALPILPVGRTVTISPFSGRLDISPQDKGQLDLYVNIAKQDIMLSLANLVRLNQALFPPSKRKMESLYQCGFDDTVKFLLKENWFE. Result: 1 (interaction). (2) The miRNA is hsa-miR-4276 with sequence CUCAGUGACUCAUGUGC. The protein sequence of the target gene is MHQTYSRHCRPEESTFSAAMTTMQGMEQAMPGAGPGVPQLGNMAVIHSHLWKGLQEKFLKGEPKVLGVVQILTALMSLSMGITMMCMASNTYGSNPISVYIGYTIWGSVMFIISGSLSIAAGIRTTKGLVRGSLGMNITSSVLAASGILINTFSLAFYSFHHPYCNYYGNSNNCHGTMSILMGLDGMVLLLSVLEFCIAVSLSAFGCKVLCCTPGGVVLILPSHSHMAETASPTPLNEV. Result: 0 (no interaction). (3) The miRNA is mmu-miR-3064-5p with sequence UCUGGCUGUUGUGGUGUGCAAA. The protein sequence of the target gene is MKNPFAHLAEPLDAAQPGKRFFNLNKLEDSRYGRLPFSIRVLLEAAVRNCDEFLVKKNDIENILNWNVMQHKNIEVPFKPARVILQDFTGVPAVVDFAAMRDAVKKLGGNPEKINPVCPADLVIDHSIQVDFNRRADSLQKNQDLEFERNKERFEFLKWGSQAFCNMRIIPPGSGIIHQVNLEYLARVVFDQDGCYYPDSLVGTDSHTTMIDGLGVLGWGVGGIEAEAVMLGQPISMVLPQVIGYKLMGKPHPLVTSTDIVLTITKHLRQVGVVGKFVEFFGPGVAQLSIADRATIANMC.... Result: 1 (interaction). (4) The miRNA is hsa-miR-525-5p with sequence CUCCAGAGGGAUGCACUUUCU. The protein sequence of the target gene is MGLPALEFSDCCLDSPHFRETLKSHEAELDKTNKFIKELIKDGKSLISALKNLSSAKRKFADSLNEFKFQCIGDAETDDEMCIARSLQEFATVLRNLEDERIRMIENASEVLITPLEKFRKEQIGAAKEAKKKYDKETEKYCGILEKHLNLSSKKKESQLQEADSQVDLVRQHFYEVSLEYVFKVQEVQERKMFEFVEPLLAFLQGLFTFYHHGYELAKDFGDFKTQLTISIQNTRNRFEGTRSEVESLMKKMKENPLEHKTISPYTMEGYLYVQEKRHFGTSWVKHYCTYQRDSKQITM.... Result: 1 (interaction). (5) The miRNA is hsa-miR-940 with sequence AAGGCAGGGCCCCCGCUCCCC. The protein sequence of the target gene is MKVEFAPLNIQLARRLQTVAVLQWVLKYLLLGPMSIGITVMLIIHNYLFLYIPYLMWLYFDWHTPERGGRRSSWIKNWTLWKHFKDYFPIHLIKTQDLDPSHNYIFGFHPHGIMAVGAFGNFSVNYSDFKDLFPGFTSYLHVLPLWFWCPVFREYVMSVGLVSVSKKSVSYMVSKEGGGNISVIVLGGAKESLDAHPGKFTLFIRQRKGFVKIALTHGASLVPVVSFGENELFKQTDNPEGSWIRTVQNKLQKIMGFALPLFHARGVFQYNFGLMTYRKAIHTVVGRPIPVRQTLNPTQE.... Result: 0 (no interaction). (6) The miRNA is mmu-miR-33-3p with sequence CAAUGUUUCCACAGUGCAUCAC. The protein sequence of the target gene is MMYAPVEFSQTAYPRIEYQRRQQQFWDPIRLALFTLAIVAIVGITIGIVTHFVVEDDKSFYYLASFQVTSIKYRENYGIRSSREFIERSHQIERMMSRIFRRSSGVGRFIKSHVIKISPDEQGVNILIVLMFRYPSTDSAERIKKRIERTFYQSLKIKQLPLTISMPSFSLTPIDSKKMRNLLNSRCGIRMSSSNIPLPASSSTERIVQGRETAMEGEWPWQASLQLIGAGHQCGATLISNTWLLTAAHCFWKNRDPTKWIVTFGTTITPPLVKRSVGKIIIHEEYHRDTNENDIALAQL.... Result: 0 (no interaction). (7) The miRNA is cel-miR-72-5p with sequence AGGCAAGAUGUUGGCAUAGCUGA. The protein sequence of the target gene is MSESGEMSEFGYIMELIAKGKVTIKNIERELICPACKELFTHPLILPCQHSICHKCVKELLLTLDDSFNDVGSDNSNQSSPRLRLPSPSMDKIDRINRPGWKRNSLTPRTTVFPCPGCEHDVDLGERGINGLFRNFTLETIVERYRQAARAATAIMCDLCKPPPQESTKSCMDCSASYCNECFKIHHPWGTIKAQHEYVGPTTNFRPKILMCPEHETERINMYCELCRRPVCHLCKLGGNHANHRVTTMSSAYKTLKEKLSKDIDYLIGKESQVKSQISELNLLMKETECNGERAKEEAI.... Result: 0 (no interaction).